From a dataset of Catalyst prediction with 721,799 reactions and 888 catalyst types from USPTO. Predict which catalyst facilitates the given reaction. (1) Reactant: [F:1][C:2]1[CH:7]=[CH:6][C:5]([OH:8])=[CH:4][CH:3]=1.C(N(CC)CC)C.[CH3:16][O:17][C:18]1[CH:26]=[CH:25][C:21]([C:22](Cl)=[O:23])=[CH:20][CH:19]=1. Product: [F:1][C:2]1[CH:7]=[CH:6][C:5]([O:8][C:22](=[O:23])[C:21]2[CH:25]=[CH:26][C:18]([O:17][CH3:16])=[CH:19][CH:20]=2)=[CH:4][CH:3]=1. The catalyst class is: 22. (2) Reactant: [C:1]([O:5][C:6]([NH:8][C@H:9]([C:20]([O:22][CH3:23])=[O:21])[CH2:10][C@H:11]([CH2:16][CH2:17][CH2:18][OH:19])[C:12]([O:14][CH3:15])=[O:13])=[O:7])([CH3:4])([CH3:3])[CH3:2].C(N(CC)CC)C.[CH3:31][S:32](Cl)(=[O:34])=[O:33]. The catalyst class is: 4. Product: [C:1]([O:5][C:6]([NH:8][C@H:9]([C:20]([O:22][CH3:23])=[O:21])[CH2:10][C@H:11]([CH2:16][CH2:17][CH2:18][O:19][S:32]([CH3:31])(=[O:34])=[O:33])[C:12]([O:14][CH3:15])=[O:13])=[O:7])([CH3:3])([CH3:4])[CH3:2]. (3) Reactant: [CH3:1][C@@:2]1([OH:24])[C@H:6]([OH:7])[C@@H:5]([CH2:8][OH:9])[O:4][C@H:3]1[N:10]1[CH:23]=[C:14]2[CH:15]=[CH:16][C:17]3[C:18](=[O:22])[NH:19][N:20]=[CH:21][C:12]([C:13]=32)=[N:11]1. Product: [CH3:1][C@@:2]1([OH:24])[C@H:6]([OH:7])[C@@H:5]([CH2:8][OH:9])[O:4][C@H:3]1[N:10]1[CH:23]=[C:14]2[CH2:15][CH2:16][C:17]3[C:18](=[O:22])[NH:19][N:20]=[CH:21][C:12]([C:13]=32)=[N:11]1. The catalyst class is: 19. (4) Reactant: C([N:4]1[CH2:13][CH2:12][C:11]2[N:10]([CH3:14])[C:9](=[O:15])[CH:8]=[C:7]([C:16]3[CH:21]=[CH:20][CH:19]=[C:18]([Cl:22])[CH:17]=3)[C:6]=2[CH2:5]1)C=C.CC#N. Product: [Cl:22][C:18]1[CH:17]=[C:16]([C:7]2[C:6]3[CH2:5][NH:4][CH2:13][CH2:12][C:11]=3[N:10]([CH3:14])[C:9](=[O:15])[CH:8]=2)[CH:21]=[CH:20][CH:19]=1. The catalyst class is: 6. (5) Reactant: [CH2:1]1[C:6](=[O:7])[C@@H:5]([OH:8])[C@H:4]([OH:9])[C@@H:3]([OH:10])[C@@H:2]1O. Product: [OH:10][C@@H:3]1[C@@H:4]([OH:9])[C@H:5]([OH:8])[C:6](=[O:7])[CH:1]=[CH:2]1. The catalyst class is: 6. (6) Reactant: C([O:4][C@H:5]1[CH2:22][CH2:21][C@@:20]2([CH3:23])[C@@H:7]([CH2:8][CH2:9][C@:10]3([CH3:47])[C@@H:19]2[CH2:18][CH2:17][C@H:16]2[C@@:11]3([CH3:46])[CH2:12][CH2:13][C@@:14]3([C:30](=[O:45])[NH:31][C@H:32]4[CH2:35][C@@H:34]([C:36]([N:38]5[CH2:42][CH2:41][CH2:40][CH2:39]5)=[O:37])[C:33]4([CH3:44])[CH3:43])[CH2:26][CH2:25][C@@H:24]([C:27]([CH3:29])=[CH2:28])[C@@H:15]32)[C:6]1([CH3:49])[CH3:48])(=O)C.[OH-].[Na+]. Product: [CH3:43][C:33]1([CH3:44])[C@H:34]([C:36]([N:38]2[CH2:39][CH2:40][CH2:41][CH2:42]2)=[O:37])[CH2:35][C@@H:32]1[NH:31][C:30]([C@:14]12[CH2:26][CH2:25][C@@H:24]([C:27]([CH3:29])=[CH2:28])[C@@H:15]1[C@@H:16]1[C@@:11]([CH3:46])([CH2:12][CH2:13]2)[C@@:10]2([CH3:47])[C@@H:19]([C@:20]3([CH3:23])[C@@H:7]([CH2:8][CH2:9]2)[C:6]([CH3:48])([CH3:49])[C@@H:5]([OH:4])[CH2:22][CH2:21]3)[CH2:18][CH2:17]1)=[O:45]. The catalyst class is: 92. (7) Reactant: Cl[C:2]1[CH:3]=[CH:4][C:5]([N+]([O-])=O)=[C:6]([CH:11](C2C=CC=CC=2)[OH:12])[C:7]=1[N+:8]([O-:10])=[O:9].ClC1C([N+]([O-])=O)=CC([N+]([O-])=O)=C(C(C2C=CC=CC=2)O)C=1.[CH3:43][NH:44][CH3:45]. Product: [CH3:43][N:44]([CH3:45])[C:4]1[CH:3]=[CH:2][C:7]([N+:8]([O-:10])=[O:9])=[C:6]([CH2:11][OH:12])[CH:5]=1. The catalyst class is: 5.